This data is from Catalyst prediction with 721,799 reactions and 888 catalyst types from USPTO. The task is: Predict which catalyst facilitates the given reaction. Reactant: [OH:1][C:2]1[C:3](=[O:17])[NH:4][C:5](=[O:16])[N:6]([CH2:8][CH2:9][C:10]2[CH:15]=[CH:14][CH:13]=[CH:12][CH:11]=2)[N:7]=1.[CH3:18]O. Product: [OH:1][C:2]1[C:3](=[O:17])[NH:4][C:5](=[O:16])[N:6]([CH2:8][CH2:9][C:10]2[CH:15]=[CH:14][CH:13]=[CH:12][C:11]=2[CH3:18])[N:7]=1. The catalyst class is: 13.